This data is from Catalyst prediction with 721,799 reactions and 888 catalyst types from USPTO. The task is: Predict which catalyst facilitates the given reaction. (1) The catalyst class is: 11. Product: [C:1]1([C:7]2[S:8][C:9]([NH:23][C:26](=[O:35])[O:49][C:45]([CH3:48])([CH3:47])[CH3:46])=[C:10]([C:12]3[CH:13]=[CH:14][CH:15]=[CH:16][CH:17]=3)[N:11]=2)[CH:2]=[CH:3][CH:4]=[CH:5][CH:6]=1. Reactant: [C:1]1([C:7]2[S:8][C:9](C(O)=O)=[C:10]([C:12]3[CH:17]=[CH:16][CH:15]=[CH:14][CH:13]=3)[N:11]=2)[CH:6]=[CH:5][CH:4]=[CH:3][CH:2]=1.C([N:23]([CH2:26]C)CC)C.C1C=CC(P(N=[N+]=[N-])(C2C=CC=CC=2)=[O:35])=CC=1.[C:45]([OH:49])([CH3:48])([CH3:47])[CH3:46]. (2) Reactant: [Si]([O:8][CH2:9][C@H:10]1[CH2:14][N:13]([C:15]2[CH:16]=[CH:17][C:18]3[O:19][CH2:20][C:21](=[O:25])[NH:22][C:23]=3[N:24]=2)[C:12](=[O:26])[CH2:11]1)(C(C)(C)C)(C)C.[F-].C([N+](CCCC)(CCCC)CCCC)CCC. Product: [OH:8][CH2:9][C@H:10]1[CH2:14][N:13]([C:15]2[CH:16]=[CH:17][C:18]3[O:19][CH2:20][C:21](=[O:25])[NH:22][C:23]=3[N:24]=2)[C:12](=[O:26])[CH2:11]1. The catalyst class is: 7. (3) Product: [C:12]([O:11][C:9]([O:8][N:24]1[C:25]2[C:21](=[CH:20][CH:19]=[C:18]([O:17][CH3:16])[CH:26]=2)[C:22]([CH3:27])=[N:23]1)=[O:10])([CH3:13])([CH3:14])[CH3:15]. Reactant: C(OC([O:8][C:9]([O:11][C:12]([CH3:15])([CH3:14])[CH3:13])=[O:10])=O)(C)(C)C.[CH3:16][O:17][C:18]1[CH:26]=[C:25]2[C:21]([C:22]([CH3:27])=[N:23][NH:24]2)=[CH:20][CH:19]=1.C(N(CC)CC)C. The catalyst class is: 616. (4) Reactant: [CH:1](=[O:10])[C:2]1[C:3]([O:8][CH3:9])=[CH:4][CH:5]=[CH:6][CH:7]=1.[CH2:11](Br)[CH3:12].[Mg].O1CCCC1.[Cl-].[NH4+].O. Product: [CH3:9][O:8][C:3]1[CH:4]=[CH:5][CH:6]=[CH:7][C:2]=1[CH:1]([OH:10])[CH2:11][CH3:12]. The catalyst class is: 7. (5) Reactant: [Br:1][C:2]1[S:6][C:5]([C:7]2[N:8]=[C:9]([O-:16])[C:10]3[CH2:15][CH2:14][CH2:13][C:11]=3[N:12]=2)=[CH:4][CH:3]=1.[K+].C1CN([P+](ON2N=NC3C=CC=CC2=3)(N2CCCC2)N2CCCC2)CC1.F[P-](F)(F)(F)(F)F.C(=O)([O-])[O-].[Cs+].[Cs+].O[C:58]1[CH:63]=[CH:62][C:61]([CH2:64][C:65]([O:67][CH3:68])=[O:66])=[CH:60][CH:59]=1. Product: [Br:1][C:2]1[S:6][C:5]([C:7]2[N:8]=[C:9]([O:16][C:58]3[CH:63]=[CH:62][C:61]([CH2:64][C:65]([O:67][CH3:68])=[O:66])=[CH:60][CH:59]=3)[C:10]3[CH2:15][CH2:14][CH2:13][C:11]=3[N:12]=2)=[CH:4][CH:3]=1. The catalyst class is: 299. (6) Reactant: [C:1]([O:5][C:6](=[O:39])[N:7]([CH:9]([C:11](=[O:38])[NH:12][CH:13]([C:18]([N:20]1[CH2:24][CH2:23][CH:22]2[NH:25][CH2:26][CH:27]([CH2:28][O:29][C:30]3[CH:35]=[CH:34][C:33]([F:36])=[C:32]([F:37])[CH:31]=3)[CH:21]12)=[O:19])[C:14]([CH3:17])([CH3:16])[CH3:15])[CH3:10])[CH3:8])([CH3:4])([CH3:3])[CH3:2].[CH3:40][N:41]=[C:42]=[O:43]. Product: [C:1]([O:5][C:6](=[O:39])[N:7]([CH:9]([C:11](=[O:38])[NH:12][CH:13]([C:18]([N:20]1[CH2:24][CH2:23][CH:22]2[N:25]([C:42](=[O:43])[NH:41][CH3:40])[CH2:26][CH:27]([CH2:28][O:29][C:30]3[CH:35]=[CH:34][C:33]([F:36])=[C:32]([F:37])[CH:31]=3)[CH:21]12)=[O:19])[C:14]([CH3:16])([CH3:17])[CH3:15])[CH3:10])[CH3:8])([CH3:2])([CH3:3])[CH3:4]. The catalyst class is: 2. (7) Reactant: CCCC[N+](C[CH2:15][CH2:16][CH3:17])(CCCC)CCCC.[F-].C([SiH2][O:24][C:25](C)(C)[C:26]1[CH:27]=[C:28]([CH:38]=[CH:39][C:40]=1[Cl:41])[CH2:29][N:30]([CH2:34][CH:35]1[CH2:37][CH2:36]1)[C:31](=[O:33])[OH:32])(C)(C)C.[CH3:44]COC(C)=O. Product: [C:16]([O:32][C:31](=[O:33])[N:30]([CH2:29][C:28]1[CH:38]=[CH:39][C:40]([Cl:41])=[C:26]([CH2:25][OH:24])[CH:27]=1)[CH2:34][CH:35]1[CH2:36][CH2:37]1)([CH3:15])([CH3:17])[CH3:44]. The catalyst class is: 1. (8) Reactant: C[Si]([N-][Si](C)(C)C)(C)C.[Na+].[C:11]([C:15]1[CH:20]=[CH:19][C:18]([C:21]#[C:22][C:23]2[CH:28]=[CH:27][N:26]=[CH:25][C:24]=2[NH2:29])=[CH:17][CH:16]=1)([CH3:14])([CH3:13])[CH3:12].[C:30](O[C:30]([O:32][C:33]([CH3:36])([CH3:35])[CH3:34])=[O:31])([O:32][C:33]([CH3:36])([CH3:35])[CH3:34])=[O:31].[Cl-].[NH4+]. Product: [C:11]([C:15]1[CH:16]=[CH:17][C:18]([C:21]#[C:22][C:23]2[CH:28]=[CH:27][N:26]=[CH:25][C:24]=2[NH:29][C:30](=[O:31])[O:32][C:33]([CH3:36])([CH3:35])[CH3:34])=[CH:19][CH:20]=1)([CH3:14])([CH3:12])[CH3:13]. The catalyst class is: 7. (9) Reactant: [CH3:1][CH:2]([CH3:30])[CH2:3][C@@H:4]([NH:18][C:19](=[O:29])[C@H:20]([CH2:22][C:23]1[CH:28]=[CH:27][CH:26]=[CH:25][CH:24]=1)[NH2:21])[B:5]1[O:9][C@H:8]2[CH2:10][C@@H:11]3[CH2:14][C@H:13]([C@:7]2([CH3:17])[O:6]1)[C:12]3([CH3:16])[CH3:15].[N:31]1[CH:36]=[CH:35][N:34]=[CH:33][C:32]=1[C:37](O)=[O:38].F[B-](F)(F)F.N1(OC(N(C)C)=[N+](C)C)C2C=CC=CC=2N=N1.C(N(CC)C(C)C)(C)C. Product: [CH3:1][CH:2]([CH3:30])[CH2:3][C@H:4]([NH:18][C:19](=[O:29])[C@H:20]([CH2:22][C:23]1[CH:24]=[CH:25][CH:26]=[CH:27][CH:28]=1)[NH:21][C:37]([C:32]1[CH:33]=[N:34][CH:35]=[CH:36][N:31]=1)=[O:38])[B:5]1[O:9][C@@H:8]2[CH2:10][C@@H:11]3[CH2:14][C@H:13]([C@:7]2([CH3:17])[O:6]1)[C:12]3([CH3:16])[CH3:15]. The catalyst class is: 4. (10) Reactant: Br[C:2]1[C:11]2[C:6](=[CH:7][C:8]([F:13])=[CH:9][C:10]=2[F:12])[N:5]=[C:4]([N:14]2[CH2:18][CH2:17][CH2:16][C:15]2=[O:19])[C:3]=1[CH3:20].[O:21]1[CH2:26][CH2:25][N:24]([C:27]2[CH:28]=[C:29]([NH2:33])[CH:30]=[N:31][CH:32]=2)[CH2:23][CH2:22]1. Product: [F:12][C:10]1[CH:9]=[C:8]([F:13])[CH:7]=[C:6]2[C:11]=1[C:2]([NH:33][C:29]1[CH:30]=[N:31][CH:32]=[C:27]([N:24]3[CH2:25][CH2:26][O:21][CH2:22][CH2:23]3)[CH:28]=1)=[C:3]([CH3:20])[C:4]([N:14]1[CH2:18][CH2:17][CH2:16][C:15]1=[O:19])=[N:5]2. The catalyst class is: 11.